This data is from Ames mutagenicity test results for genotoxicity prediction. The task is: Regression/Classification. Given a drug SMILES string, predict its toxicity properties. Task type varies by dataset: regression for continuous values (e.g., LD50, hERG inhibition percentage) or binary classification for toxic/non-toxic outcomes (e.g., AMES mutagenicity, cardiotoxicity, hepatotoxicity). Dataset: ames. The drug is ClCc1c2ccccc2c(CCl)c2ccccc12. The result is 1 (mutagenic).